Dataset: TCR-epitope binding with 47,182 pairs between 192 epitopes and 23,139 TCRs. Task: Binary Classification. Given a T-cell receptor sequence (or CDR3 region) and an epitope sequence, predict whether binding occurs between them. (1) The epitope is EIYKRWII. The TCR CDR3 sequence is CASSQDRGGLGEKLFF. Result: 0 (the TCR does not bind to the epitope). (2) The epitope is KRWIIMGLNK. The TCR CDR3 sequence is CASSLETSSYEQYF. Result: 1 (the TCR binds to the epitope). (3) The epitope is RQLLFVVEV. The TCR CDR3 sequence is CASSRGYEQYF. Result: 1 (the TCR binds to the epitope). (4) The epitope is FIAGLIAIV. The TCR CDR3 sequence is CASSFGGLTEAFF. Result: 0 (the TCR does not bind to the epitope). (5) Result: 1 (the TCR binds to the epitope). The TCR CDR3 sequence is CATSTGRGQLYGYTF. The epitope is AVFDRKSDAK.